This data is from Forward reaction prediction with 1.9M reactions from USPTO patents (1976-2016). The task is: Predict the product of the given reaction. (1) Given the reactants [NH2:1][C:2]1[CH:3]=[N:4][CH:5]=[CH:6][C:7]=1[O:8][CH3:9].OO.C(OCC)(=O)C.CCCCCC.[ClH:24], predict the reaction product. The product is: [NH2:1][C:2]1[C:3]([Cl:24])=[N:4][CH:5]=[CH:6][C:7]=1[O:8][CH3:9]. (2) Given the reactants [CH2:1]([OH:10])[CH2:2][CH2:3][CH2:4][CH2:5][CH2:6][CH2:7][CH2:8][CH3:9].[O:11]1[CH:17]2[CH:12]1[CH2:13][CH:14]([C:18](OC)=[O:19])[CH2:15][CH2:16]2.N12CCN(CC1)CC2.C1(C)C=CC=CC=1, predict the reaction product. The product is: [CH2:1]([O:10][C:18]([CH:14]1[CH2:15][CH2:16][CH:17]2[O:11][CH:12]2[CH2:13]1)=[O:19])[CH2:2][CH2:3][CH2:4][CH2:5][CH2:6][CH2:7][CH2:8][CH3:9]. (3) The product is: [OH:2][C:3]1[CH:4]=[C:5]2[C:9](=[CH:10][CH:11]=1)[CH2:8][CH:7]([C:12]([O:14][CH3:15])=[O:13])[CH2:6]2. Given the reactants C[O:2][C:3]1[CH:4]=[C:5]2[C:9](=[CH:10][CH:11]=1)[CH2:8][CH:7]([C:12]([O:14][CH3:15])=[O:13])[CH2:6]2.B(Br)(Br)Br, predict the reaction product. (4) The product is: [Cl:24][C:18]1[CH:17]=[C:16]([CH2:15][CH2:14][C:5]2([CH:9]3[CH2:13][CH2:12][CH2:11][CH2:10]3)[O:4][C:3](=[O:25])[C:2]([S:26][C:27]3[N:28]([CH3:32])[CH:29]=[CH:30][N:31]=3)=[C:7]([OH:8])[CH2:6]2)[CH:21]=[CH:20][C:19]=1[O:22][CH3:23]. Given the reactants Cl[CH:2]1[C:7](=[O:8])[CH2:6][C:5]([CH2:14][CH2:15][C:16]2[CH:21]=[CH:20][C:19]([O:22][CH3:23])=[C:18]([Cl:24])[CH:17]=2)([CH:9]2[CH2:13][CH2:12][CH2:11][CH2:10]2)[O:4][C:3]1=[O:25].[SH:26][C:27]1[N:28]([CH3:32])[CH:29]=[CH:30][N:31]=1, predict the reaction product. (5) Given the reactants C([O:8][C:9]1[C:10]2[N:11]([C:20]([CH3:24])=[C:21]([CH3:23])[N:22]=2)[CH:12]=[C:13]([C:15]([O:17][CH2:18][CH3:19])=[O:16])[CH:14]=1)C1C=CC=CC=1, predict the reaction product. The product is: [CH2:18]([O:17][C:15]([CH:13]1[CH2:12][N:11]2[C:20]([CH3:24])=[C:21]([CH3:23])[N:22]=[C:10]2[CH:9]([OH:8])[CH2:14]1)=[O:16])[CH3:19]. (6) Given the reactants [OH:1][C:2]1([CH3:8])[CH2:7][CH2:6][O:5][CH2:4][CH2:3]1.[Cl:9][CH2:10][C:11](Cl)=[O:12].C(N(CC)CC)C.C(O)C, predict the reaction product. The product is: [Cl:9][CH2:10][C:11]([O:1][C:2]1([CH3:8])[CH2:7][CH2:6][O:5][CH2:4][CH2:3]1)=[O:12]. (7) Given the reactants [CH:1]1([C:4]2[CH:8]=[C:7]([CH2:9][NH:10][C:11]([C:13]3[C:14](=[O:31])[N:15]([C:21]4[CH:26]=[CH:25][CH:24]=[C:23]([C:27]([F:30])([F:29])[F:28])[CH:22]=4)[C:16]([CH3:20])=[C:17](I)[CH:18]=3)=[O:12])[O:6][N:5]=2)[CH2:3][CH2:2]1.[CH2:32]([OH:35])[C:33]#[CH:34], predict the reaction product. The product is: [CH:1]1([C:4]2[CH:8]=[C:7]([CH2:9][NH:10][C:11]([C:13]3[C:14](=[O:31])[N:15]([C:21]4[CH:26]=[CH:25][CH:24]=[C:23]([C:27]([F:30])([F:29])[F:28])[CH:22]=4)[C:16]([CH3:20])=[C:17]([C:34]#[C:33][CH2:32][OH:35])[CH:18]=3)=[O:12])[O:6][N:5]=2)[CH2:3][CH2:2]1. (8) Given the reactants Br[C:2]1[C:3]([CH3:10])=[C:4]([CH:7]=[CH:8][CH:9]=1)[CH:5]=[O:6].[CH3:11][C:12]1([CH3:28])[C:16]([CH3:18])([CH3:17])[O:15][B:14]([B:14]2[O:15][C:16]([CH3:18])([CH3:17])[C:12]([CH3:28])([CH3:11])[O:13]2)[O:13]1.C([O-])(=O)C.[K+].BrC1C=CC=CC=1S(N)(=O)=O, predict the reaction product. The product is: [CH3:10][C:3]1[C:2]([B:14]2[O:15][C:16]([CH3:18])([CH3:17])[C:12]([CH3:28])([CH3:11])[O:13]2)=[CH:9][CH:8]=[CH:7][C:4]=1[CH:5]=[O:6]. (9) Given the reactants [F:1][C:2]1[CH:11]=[C:10]2[C:5]([CH:6]=[CH:7][C:8]([CH3:12])=[N:9]2)=[C:4]([N:13]2[CH2:18][CH2:17][N:16]([CH2:19][CH2:20][C:21]3[CH:30]=[CH:29][CH:28]=[C:27]4[C:22]=3[CH2:23][CH2:24][C:25]3[N:26]4[N:31]=[N:32][C:33]=3[C:34]([O:36]CC)=[O:35])[C@H:15]([CH3:39])[CH2:14]2)[CH:3]=1.[OH-].[K+], predict the reaction product. The product is: [F:1][C:2]1[CH:11]=[C:10]2[C:5]([CH:6]=[CH:7][C:8]([CH3:12])=[N:9]2)=[C:4]([N:13]2[CH2:18][CH2:17][N:16]([CH2:19][CH2:20][C:21]3[CH:30]=[CH:29][CH:28]=[C:27]4[C:22]=3[CH2:23][CH2:24][C:25]3[N:26]4[N:31]=[N:32][C:33]=3[C:34]([OH:36])=[O:35])[C@H:15]([CH3:39])[CH2:14]2)[CH:3]=1. (10) Given the reactants [NH2:1][C@H:2]([CH2:22][C:23]1[CH:28]=[CH:27][C:26]([O:29][CH3:30])=[CH:25][CH:24]=1)[C:3]([N:5]1[CH2:10][CH2:9][C:8]([CH:16]2[CH2:21][CH2:20][CH2:19][CH2:18][CH2:17]2)([C:11]([O:13][CH2:14][CH3:15])=[O:12])[CH2:7][CH2:6]1)=[O:4].ClC(OC1C=CC([N+]([O-])=O)=CC=1)=O.N.FC(F)(F)[C:47]([OH:49])=O.FC(F)(F)C(O)=O.[NH:59]1[CH:63]=[C:62]([CH2:64][CH2:65][CH2:66][NH2:67])[N:61]=[CH:60]1, predict the reaction product. The product is: [CH:16]1([C:8]2([C:11]([O:13][CH2:14][CH3:15])=[O:12])[CH2:9][CH2:10][N:5]([C:3](=[O:4])[C@H:2]([NH:1][C:47]([NH:67][CH2:66][CH2:65][CH2:64][C:62]3[NH:61][CH:60]=[N:59][CH:63]=3)=[O:49])[CH2:22][C:23]3[CH:28]=[CH:27][C:26]([O:29][CH3:30])=[CH:25][CH:24]=3)[CH2:6][CH2:7]2)[CH2:21][CH2:20][CH2:19][CH2:18][CH2:17]1.